Task: Regression. Given two drug SMILES strings and cell line genomic features, predict the synergy score measuring deviation from expected non-interaction effect.. Dataset: NCI-60 drug combinations with 297,098 pairs across 59 cell lines (1) Drug 1: CC(C1=C(C=CC(=C1Cl)F)Cl)OC2=C(N=CC(=C2)C3=CN(N=C3)C4CCNCC4)N. Cell line: UACC62. Drug 2: C1=NC2=C(N=C(N=C2N1C3C(C(C(O3)CO)O)F)Cl)N. Synergy scores: CSS=22.7, Synergy_ZIP=-0.191, Synergy_Bliss=0.501, Synergy_Loewe=-4.09, Synergy_HSA=0.472. (2) Drug 1: CC1=C(C=C(C=C1)NC(=O)C2=CC=C(C=C2)CN3CCN(CC3)C)NC4=NC=CC(=N4)C5=CN=CC=C5. Drug 2: C1=NC(=NC(=O)N1C2C(C(C(O2)CO)O)O)N. Cell line: HCC-2998. Synergy scores: CSS=9.04, Synergy_ZIP=0.490, Synergy_Bliss=4.36, Synergy_Loewe=-13.7, Synergy_HSA=-0.922. (3) Drug 1: CC1=C(C=C(C=C1)C(=O)NC2=CC(=CC(=C2)C(F)(F)F)N3C=C(N=C3)C)NC4=NC=CC(=N4)C5=CN=CC=C5. Cell line: ACHN. Synergy scores: CSS=-4.85, Synergy_ZIP=1.72, Synergy_Bliss=-0.514, Synergy_Loewe=-18.7, Synergy_HSA=-6.18. Drug 2: CC(C)(C#N)C1=CC(=CC(=C1)CN2C=NC=N2)C(C)(C)C#N.